This data is from Full USPTO retrosynthesis dataset with 1.9M reactions from patents (1976-2016). The task is: Predict the reactants needed to synthesize the given product. (1) Given the product [C:35]([CH2:36][N:19]1[CH2:20][CH2:21][N:16]([CH2:15][CH2:14][O:13][C:12]2[CH:11]=[C:10]3[C:5]([C:6]([O:22][C:23]4[CH2:24][C:25]5[C:29](=[CH:30][CH:31]=4)[N:28]=[C:27]([CH3:32])[CH:26]=5)=[N:7][CH:8]=[N:9]3)=[CH:4][C:3]=2[O:2][CH3:1])[CH2:17][CH2:18]1)(=[O:37])[CH3:34], predict the reactants needed to synthesize it. The reactants are: [CH3:1][O:2][C:3]1[CH:4]=[C:5]2[C:10](=[CH:11][C:12]=1[O:13][CH2:14][CH2:15][N:16]1[CH2:21][CH2:20][NH:19][CH2:18][CH2:17]1)[N:9]=[CH:8][N:7]=[C:6]2[O:22][C:23]1[CH:24]=[C:25]2[C:29](=[CH:30][CH:31]=1)[NH:28][C:27]([CH3:32])=[CH:26]2.Cl[CH2:34][C:35](=[O:37])[CH3:36].C(=O)([O-])[O-].[K+].[K+]. (2) Given the product [C:1]([O:4][C@@H:5]1[C@@H:18]([O:19][C:20](=[O:22])[CH3:21])[C@H:17]([O:23][C:24](=[O:26])[CH3:25])[CH2:16][S:15][C@H:6]1[O:7][C:8]1[CH:9]=[N:10][CH:11]=[C:12]([S:34]([C:31]2[CH:32]=[CH:33][C:28]([F:27])=[CH:29][CH:30]=2)(=[O:36])=[O:35])[CH:13]=1)(=[O:3])[CH3:2], predict the reactants needed to synthesize it. The reactants are: [C:1]([O:4][C@@H:5]1[C@@H:18]([O:19][C:20](=[O:22])[CH3:21])[C@H:17]([O:23][C:24](=[O:26])[CH3:25])[CH2:16][S:15][C@H:6]1[O:7][C:8]1[CH:9]=[N:10][CH:11]=[C:12](I)[CH:13]=1)(=[O:3])[CH3:2].[F:27][C:28]1[CH:33]=[CH:32][C:31]([S:34]([O-:36])=[O:35])=[CH:30][CH:29]=1. (3) The reactants are: [Si]([O:18][CH2:19][C:20]1[C:21]([N:35]2[CH2:40][C@H:39]([CH3:41])[O:38][C@H:37]([CH3:42])[CH2:36]2)=[C:22]([F:34])[C:23]2[O:27][N:26]=[C:25]([C:28](OCC)=[O:29])[C:24]=2[CH:33]=1)(C(C)(C)C)(C1C=CC=CC=1)C1C=CC=CC=1.[CH3:43][N:44]1[CH2:47][CH:46]([NH2:48])[CH2:45]1. Given the product [CH3:41][C@@H:39]1[CH2:40][N:35]([C:21]2[C:20]([CH2:19][OH:18])=[CH:33][C:24]3[C:25]([C:28]([NH:48][CH:46]4[CH2:47][N:44]([CH3:43])[CH2:45]4)=[O:29])=[N:26][O:27][C:23]=3[C:22]=2[F:34])[CH2:36][C@H:37]([CH3:42])[O:38]1, predict the reactants needed to synthesize it. (4) Given the product [O:25]1[CH:26]=[CH:27][C:23]([C:29]2[C:30]([O:49][CH3:50])=[C:31]([C:36]([CH2:39][S:40]([N:43]3[CH2:48][CH2:47][CH2:46][CH2:45][CH2:44]3)(=[O:42])=[O:41])=[CH:37][CH:38]=2)[C:32]([O:34][CH3:35])=[O:33])=[CH:24]1, predict the reactants needed to synthesize it. The reactants are: C1(S(CC2C(C(OCC)=O)=C(O)C([C:23]3[CH:27]=[CH:26][O:25][CH:24]=3)=CC=2)(=O)=O)C=CC=CC=1.Br[C:29]1[C:30]([O:49][CH3:50])=[C:31]([C:36]([CH2:39][S:40]([N:43]2[CH2:48][CH2:47][CH2:46][CH2:45][CH2:44]2)(=[O:42])=[O:41])=[CH:37][CH:38]=1)[C:32]([O:34][CH3:35])=[O:33].O1C=CC(B(O)O)=C1. (5) Given the product [CH2:1]([N:4]1[C:9](=[O:10])[C:8]([O:25][CH3:24])=[N:7][N:6]([C:12]2[CH:13]=[C:14]([NH:18][C:19](=[O:21])[CH3:20])[CH:15]=[CH:16][CH:17]=2)[C:5]1=[O:22])[CH:2]=[CH2:3], predict the reactants needed to synthesize it. The reactants are: [CH2:1]([N:4]1[C:9](=[O:10])[C:8](Br)=[N:7][N:6]([C:12]2[CH:13]=[C:14]([NH:18][C:19](=[O:21])[CH3:20])[CH:15]=[CH:16][CH:17]=2)[C:5]1=[O:22])[CH:2]=[CH2:3].[Na].[CH3:24][OH:25]. (6) Given the product [CH3:1][O:2][C:3]([C:5]1[N:6]=[CH:7][C:8]([NH:11][CH:12]([C:17]2[CH:22]=[CH:21][C:20]([C:23]3[CH:24]=[CH:25][C:26]([C:29]([F:32])([F:31])[F:30])=[CH:27][CH:28]=3)=[CH:19][CH:18]=2)[CH2:13][CH:14]([CH3:16])[CH3:15])=[CH:9][N:10]=1)=[O:4], predict the reactants needed to synthesize it. The reactants are: [CH3:1][O:2][C:3]([C:5]1[N:10]=[CH:9][C:8]([N:11](C(OC(C)(C)C)=O)[CH:12]([C:17]2[CH:22]=[CH:21][C:20]([C:23]3[CH:28]=[CH:27][C:26]([C:29]([F:32])([F:31])[F:30])=[CH:25][CH:24]=3)=[CH:19][CH:18]=2)[CH2:13][CH:14]([CH3:16])[CH3:15])=[CH:7][N:6]=1)=[O:4].FC(F)(F)C(O)=O. (7) Given the product [Br:1][C:2]1[CH:7]=[CH:6][C:5]([C:8]2[O:17][C:11]3[N:12]=[CH:13][N:14]=[C:15]([N:29]4[CH2:30][CH2:31][CH:26]([OH:25])[CH2:27][CH2:28]4)[C:10]=3[C:9]=2[C:18]2[CH:23]=[CH:22][C:21]([F:24])=[CH:20][CH:19]=2)=[CH:4][CH:3]=1, predict the reactants needed to synthesize it. The reactants are: [Br:1][C:2]1[CH:7]=[CH:6][C:5]([C:8]2[O:17][C:11]3[N:12]=[CH:13][N:14]=[C:15](Cl)[C:10]=3[C:9]=2[C:18]2[CH:23]=[CH:22][C:21]([F:24])=[CH:20][CH:19]=2)=[CH:4][CH:3]=1.[OH:25][CH:26]1[CH2:31][CH2:30][NH:29][CH2:28][CH2:27]1. (8) The reactants are: C[O:2][C:3]1[CH:4]=[C:5]2[C:16](=[CH:17][CH:18]=1)[C:8]1[N:9]([CH2:12][CH:13]([NH2:15])[CH3:14])[N:10]=[CH:11][C:7]=1[CH2:6]2.[B-](Br)(Br)(Br)[S+](C)C.C1COCC1.C([O-])(O)=O.[Na+]. Given the product [NH2:15][CH:13]([CH3:14])[CH2:12][N:9]1[C:8]2[C:16]3[C:5]([CH2:6][C:7]=2[CH:11]=[N:10]1)=[CH:4][C:3]([OH:2])=[CH:18][CH:17]=3, predict the reactants needed to synthesize it. (9) Given the product [CH:28]([N:31]([CH2:32][CH2:33][CH2:34][CH:35]=[CH2:36])[C:12]([NH:6][C@H:5]([C:4]([O:3][CH3:2])=[O:11])[C:7]([CH3:10])([CH3:9])[CH3:8])=[O:15])([CH3:30])[CH3:29], predict the reactants needed to synthesize it. The reactants are: Cl.[CH3:2][O:3][C:4](=[O:11])[C@H:5]([C:7]([CH3:10])([CH3:9])[CH3:8])[NH2:6].[C:12]([O-:15])(O)=O.[Na+].C(Cl)(Cl)=O.C1(C)C=CC=CC=1.[CH:28]([NH:31][CH2:32][CH2:33][CH2:34][CH:35]=[CH2:36])([CH3:30])[CH3:29]. (10) Given the product [F:29][C:30]([F:35])([F:34])[C:31]([OH:33])=[O:32].[NH2:7][CH2:8][CH2:9][C:10]1[CH:15]=[CH:14][C:13]([C:16]2[S:20](=[O:22])(=[O:21])[N:19]([C:23]([CH3:25])([CH3:24])[CH3:26])[C:18](=[O:27])[CH:17]=2)=[CH:12][CH:11]=1, predict the reactants needed to synthesize it. The reactants are: C(OC(=O)[NH:7][CH2:8][CH2:9][C:10]1[CH:15]=[CH:14][C:13]([C:16]2[S:20](=[O:22])(=[O:21])[N:19]([C:23]([CH3:26])([CH3:25])[CH3:24])[C:18](=[O:27])[CH:17]=2)=[CH:12][CH:11]=1)(C)(C)C.[F:29][C:30]([F:35])([F:34])[C:31]([OH:33])=[O:32].